This data is from Full USPTO retrosynthesis dataset with 1.9M reactions from patents (1976-2016). The task is: Predict the reactants needed to synthesize the given product. (1) Given the product [F:25][C:26]1[CH:31]=[CH:30][C:29]([O:35][CH3:36])=[C:28]([C:2]2[N:7]=[CH:6][N:5]=[C:4]([NH:8][C:9]3[CH:10]=[C:11]([CH:22]=[CH:23][CH:24]=3)[CH2:12][S:13](=[N:16][C:17](=[O:21])[O:18][CH2:19][CH3:20])([CH3:15])=[O:14])[N:3]=2)[CH:27]=1, predict the reactants needed to synthesize it. The reactants are: Cl[C:2]1[N:7]=[CH:6][N:5]=[C:4]([NH:8][C:9]2[CH:10]=[C:11]([CH:22]=[CH:23][CH:24]=2)[CH2:12][S:13](=[N:16][C:17](=[O:21])[O:18][CH2:19][CH3:20])([CH3:15])=[O:14])[N:3]=1.[F:25][C:26]1[CH:27]=[CH:28][C:29]([O:35][CH3:36])=[C:30](B(O)O)[CH:31]=1. (2) Given the product [NH:24]1[CH2:7][CH2:6][C@@H:5]([NH:8][C:9]([N:11]2[CH2:15][CH2:14][C@@H:13]([NH2:16])[CH2:12]2)=[O:10])[CH2:4]1, predict the reactants needed to synthesize it. The reactants are: NC1[CH2:7][CH2:6][CH:5]([NH:8][C:9]([N:11]2[CH2:15][CH2:14][C@@H:13]([NH2:16])[CH2:12]2)=[O:10])[CH2:4]C1.C(OC([N:24]1CC[C@@H](N)C1)=O)(C)(C)C. (3) Given the product [CH3:16][N:17]1[CH2:22][CH2:21][N:20]([C:9](=[O:11])[CH2:8][C:6]2[CH:5]=[CH:4][N:3]=[C:2]([N:20]3[CH2:21][CH2:22][N:17]([CH3:16])[CH2:18][CH2:19]3)[CH:7]=2)[CH2:19][CH2:18]1, predict the reactants needed to synthesize it. The reactants are: Cl[C:2]1[CH:7]=[C:6]([CH2:8][C:9]([O:11]C(C)(C)C)=O)[CH:5]=[CH:4][N:3]=1.[CH3:16][N:17]1[CH2:22][CH2:21][NH:20][CH2:19][CH2:18]1. (4) Given the product [C:15]1([CH2:14][N:11]2[CH2:10][CH2:9][N:8]([CH2:7][C:1]3[CH:2]=[CH:3][CH:4]=[CH:5][CH:6]=3)[CH2:13][CH:12]2[C:37]([CH:26]2[CH2:28][CH2:27]2)([CH:36]2[CH2:34][CH2:35]2)[OH:33])[CH:20]=[CH:19][CH:18]=[CH:17][CH:16]=1, predict the reactants needed to synthesize it. The reactants are: [C:1]1([CH2:7][N:8]2[CH2:13][CH2:12][N:11]([CH2:14][C:15]3[CH:20]=[CH:19][CH:18]=[CH:17][CH:16]=3)[CH2:10][CH:9]2C(OCC)=O)[CH:6]=[CH:5][CH:4]=[CH:3][CH:2]=1.[CH:26]1([Mg]Br)[CH2:28][CH2:27]1.[Cl-].[NH4+].[O:33]1[CH2:37][CH2:36][CH2:35][CH2:34]1. (5) Given the product [F:13][C:14]1[CH:21]=[CH:20][C:19]([F:22])=[CH:18][C:15]=1[CH2:16][N:9]1[C:8](=[O:10])[CH2:7][NH:6][C:5]2[N:11]=[CH:12][C:2]([I:1])=[CH:3][C:4]1=2, predict the reactants needed to synthesize it. The reactants are: [I:1][C:2]1[CH:12]=[N:11][C:5]2[NH:6][CH2:7][C:8](=[O:10])[NH:9][C:4]=2[CH:3]=1.[F:13][C:14]1[CH:21]=[CH:20][C:19]([F:22])=[CH:18][C:15]=1[CH2:16]Br. (6) Given the product [N:12]1([C:7]([C:6]2[CH:5]=[CH:4][C:3]([CH:1]=[O:2])=[CH:11][CH:10]=2)=[O:9])[CH2:16][CH:15]=[CH:14][CH2:13]1, predict the reactants needed to synthesize it. The reactants are: [CH:1]([C:3]1[CH:11]=[CH:10][C:6]([C:7]([OH:9])=O)=[CH:5][CH:4]=1)=[O:2].[NH:12]1[CH2:16][CH2:15][CH:14]=[CH:13]1.C(N(CC)CC)C. (7) Given the product [O:32]1[CH2:33][CH2:34][N:29]([C:10]2[C:9]3[C:14](=[CH:15][CH:16]=[C:7]([C:2]4[CH:3]=[CH:4][CH:5]=[CH:6][C:1]=4[CH3:28])[CH:8]=3)[N:13]=[C:12]([N:17]3[CH:21]=[C:20]([C:22]([OH:24])=[O:23])[CH:19]=[N:18]3)[N:11]=2)[CH2:30][CH2:31]1, predict the reactants needed to synthesize it. The reactants are: [C:1]1([CH3:28])[CH:6]=[CH:5][CH:4]=[CH:3][C:2]=1[C:7]1[CH:8]=[C:9]2[C:14](=[CH:15][CH:16]=1)[N:13]=[C:12]([N:17]1[CH:21]=[C:20]([C:22]([O:24]CC)=[O:23])[CH:19]=[N:18]1)[NH:11][C:10]2=O.[NH:29]1[CH2:34][CH2:33][O:32][CH2:31][CH2:30]1. (8) Given the product [CH3:32][N:31]([CH3:33])[C:30]([NH:29][C:25]1[CH:24]=[C:23]([O:22][C:21]2[CH:35]=[CH:36][C:18]([NH:17][C:12]([NH:10][C:8](=[O:9])[CH2:7][C:1]3[CH:6]=[CH:5][CH:4]=[CH:3][CH:2]=3)=[O:13])=[CH:19][CH:20]=2)[CH:28]=[CH:27][N:26]=1)=[O:34], predict the reactants needed to synthesize it. The reactants are: [C:1]1([CH2:7][C:8]([NH2:10])=[O:9])[CH:6]=[CH:5][CH:4]=[CH:3][CH:2]=1.C(Cl)(=O)[C:12](Cl)=[O:13].[NH2:17][C:18]1[CH:36]=[CH:35][C:21]([O:22][C:23]2[CH:28]=[CH:27][N:26]=[C:25]([NH:29][C:30](=[O:34])[N:31]([CH3:33])[CH3:32])[CH:24]=2)=[CH:20][CH:19]=1.C(OCC)(=O)C.